From a dataset of Catalyst prediction with 721,799 reactions and 888 catalyst types from USPTO. Predict which catalyst facilitates the given reaction. (1) Reactant: C([O:3][C:4](=[O:16])[C:5]([C:7]1[C:15]2[C:10](=[CH:11][CH:12]=[CH:13][CH:14]=2)[NH:9][CH:8]=1)=[O:6])C.[OH-].[Na+]. Product: [NH:9]1[C:10]2[C:15](=[CH:14][CH:13]=[CH:12][CH:11]=2)[C:7]([C:5](=[O:6])[C:4]([OH:16])=[O:3])=[CH:8]1. The catalyst class is: 20. (2) Reactant: Cl.[Cl:2][C:3]1[CH:8]=[CH:7][CH:6]=[CH:5][C:4]=1[NH:9][C:10](=[O:13])[NH:11][NH2:12].[O:14]=[C:15]1[C:23](=O)[C:22]2[C:17](=[CH:18][CH:19]=[C:20]([S:25][CH2:26][CH2:27][C:28]3[CH:36]=[CH:35][C:31]([C:32]([OH:34])=[O:33])=[CH:30][CH:29]=3)[CH:21]=2)[N:16]1[CH2:37][CH2:38][CH2:39][CH2:40][CH2:41][CH2:42][CH3:43]. Product: [Cl:2][C:3]1[CH:8]=[CH:7][CH:6]=[CH:5][C:4]=1[NH:9][C:10]([NH:11][N:12]=[C:23]1[C:22]2[C:17](=[CH:18][CH:19]=[C:20]([S:25][CH2:26][CH2:27][C:28]3[CH:29]=[CH:30][C:31]([C:32]([OH:34])=[O:33])=[CH:35][CH:36]=3)[CH:21]=2)[N:16]([CH2:37][CH2:38][CH2:39][CH2:40][CH2:41][CH2:42][CH3:43])[C:15]1=[O:14])=[O:13]. The catalyst class is: 404. (3) Product: [Cl:9][C:8]1[C:3]2[N:2]=[N:29][N:14]([C@@H:15]3[CH2:16][C@H:17]([O:25][CH2:26][CH2:27][OH:28])[C@@H:18]([OH:22])[C@H:19]3[OH:20])[C:4]=2[N:5]=[C:6]([S:10][CH2:11][CH2:12][CH3:13])[N:7]=1. The catalyst class is: 6. Reactant: Cl.[NH2:2][C:3]1[C:4]([NH:14][C@H:15]2[C@@H:19]3[O:20]C(C)(C)[O:22][C@@H:18]3[C@@H:17]([O:25][CH2:26][CH2:27][OH:28])[CH2:16]2)=[N:5][C:6]([S:10][CH2:11][CH2:12][CH3:13])=[N:7][C:8]=1[Cl:9].[N:29]([O-])=O.[Na+].